From a dataset of Catalyst prediction with 721,799 reactions and 888 catalyst types from USPTO. Predict which catalyst facilitates the given reaction. (1) Reactant: Cl[C:2]1[C:3]2[CH:10]=[CH:9][N:8]([S:11]([C:14]3[CH:20]=[CH:19][C:17]([CH3:18])=[CH:16][CH:15]=3)(=[O:13])=[O:12])[C:4]=2[N:5]=[CH:6][N:7]=1.[C:21]([O:25][C:26](=[O:45])[NH:27][CH2:28][C:29]1[CH:34]=[CH:33][C:32](B2OC(C)(C)C(C)(C)O2)=[CH:31][C:30]=1[F:44])([CH3:24])([CH3:23])[CH3:22].C(=O)([O-])[O-].[K+].[K+].COCCOC. Product: [C:21]([O:25][C:26](=[O:45])[NH:27][CH2:28][C:29]1[CH:34]=[CH:33][C:32]([C:2]2[C:3]3[CH:10]=[CH:9][N:8]([S:11]([C:14]4[CH:20]=[CH:19][C:17]([CH3:18])=[CH:16][CH:15]=4)(=[O:13])=[O:12])[C:4]=3[N:5]=[CH:6][N:7]=2)=[CH:31][C:30]=1[F:44])([CH3:24])([CH3:22])[CH3:23]. The catalyst class is: 257. (2) Reactant: [CH3:1][O:2][C:3](=[O:13])[C:4]([CH3:12])([CH3:11])[CH2:5][O:6][Si](C)(C)C.[O:14]1[CH2:18][CH2:17][C:16](=O)[CH2:15]1.C([SiH](CC)CC)C.C([O-])(O)=O.[Na+]. Product: [CH3:1][O:2][C:3](=[O:13])[C:4]([CH3:12])([CH3:11])[CH2:5][O:6][CH:16]1[CH2:17][CH2:18][O:14][CH2:15]1. The catalyst class is: 463. (3) The catalyst class is: 437. Reactant: [Si:1]([O:8][CH2:9][C:10]1([CH3:38])[S:16][CH2:15][CH2:14][N:13]2[C:17]([C:20]3([C:23]4[CH:28]=[CH:27][C:26](B5OC(C)(C)C(C)(C)O5)=[CH:25][CH:24]=4)[CH2:22][CH2:21]3)=[N:18][N:19]=[C:12]2[CH2:11]1)([C:4]([CH3:7])([CH3:6])[CH3:5])([CH3:3])[CH3:2].Br[C:40]1[CH:45]=[CH:44][CH:43]=[CH:42][N:41]=1.C(=O)([O-])[O-].[K+].[K+]. Product: [Si:1]([O:8][CH2:9][C:10]1([CH3:38])[S:16][CH2:15][CH2:14][N:13]2[C:17]([C:20]3([C:23]4[CH:28]=[CH:27][C:26]([C:40]5[CH:45]=[CH:44][CH:43]=[CH:42][N:41]=5)=[CH:25][CH:24]=4)[CH2:22][CH2:21]3)=[N:18][N:19]=[C:12]2[CH2:11]1)([C:4]([CH3:7])([CH3:6])[CH3:5])([CH3:3])[CH3:2]. (4) Reactant: [C:1]([O:5][C:6](=[O:32])[N:7]([CH2:9][C:10]1[CH:14]=[C:13]([C:15]2[CH:20]=[CH:19][CH:18]=[CH:17][C:16]=2[CH:21]=[O:22])[N:12]([S:23]([C:26]2[CH:27]=[N:28][CH:29]=[CH:30][CH:31]=2)(=[O:25])=[O:24])[CH:11]=1)[CH3:8])([CH3:4])([CH3:3])[CH3:2].[BH4-].[Na+].CO.O. Product: [C:1]([O:5][C:6](=[O:32])[N:7]([CH2:9][C:10]1[CH:14]=[C:13]([C:15]2[CH:20]=[CH:19][CH:18]=[CH:17][C:16]=2[CH2:21][OH:22])[N:12]([S:23]([C:26]2[CH:27]=[N:28][CH:29]=[CH:30][CH:31]=2)(=[O:25])=[O:24])[CH:11]=1)[CH3:8])([CH3:4])([CH3:2])[CH3:3]. The catalyst class is: 7. (5) Reactant: C([C@H]1C2C(=CC=C(O)C=2)OC[C@H]1NC(=O)OCC)C1C=CC=CC=1.[F:25][C:26]([F:55])([F:54])[S:27]([O:30][C:31]1[CH:32]=[C:33]2[C:38](=[CH:39][CH:40]=1)[O:37][CH2:36][CH:35]([NH:41][C:42]([O:44][CH2:45][CH3:46])=[O:43])[CH:34]2[CH2:47][C:48]1[CH:53]=[CH:52][CH:51]=[CH:50][CH:49]=1)(=[O:29])=[O:28].N1C=CC=CC=1.FC(F)(F)S(OS(C(F)(F)F)(=O)=O)(=O)=O. Product: [F:55][C:26]([F:25])([F:54])[S:27]([O:30][C:31]1[CH:32]=[C:33]2[C:38](=[CH:39][CH:40]=1)[O:37][CH2:36][C@@H:35]([NH:41][C:42]([O:44][CH2:45][CH3:46])=[O:43])[C@H:34]2[CH2:47][C:48]1[CH:53]=[CH:52][CH:51]=[CH:50][CH:49]=1)(=[O:28])=[O:29]. The catalyst class is: 2. (6) Reactant: [F:1][C:2]([F:12])([F:11])[C:3]1[CH:8]=[CH:7][CH:6]=[CH:5][C:4]=1[CH2:9][NH2:10].[Cl:13][C:14]1[CH:19]=[CH:18][CH:17]=[CH:16][C:15]=1[CH2:20][N:21]1[C:26](=[O:27])[C:25]([C:28]([NH:30][CH2:31][C:32]([O:34]CC)=[O:33])=[O:29])=[C:24]([OH:37])[C:23]([C:38](OC)=[O:39])=[C:22]1[OH:42]. Product: [Cl:13][C:14]1[CH:19]=[CH:18][CH:17]=[CH:16][C:15]=1[CH2:20][N:21]1[C:22]([OH:42])=[C:23]([C:38]([NH:10][CH2:9][C:4]2[CH:5]=[CH:6][CH:7]=[CH:8][C:3]=2[C:2]([F:11])([F:12])[F:1])=[O:39])[C:24]([OH:37])=[C:25]([C:28]([NH:30][CH2:31][C:32]([O-:34])=[O:33])=[O:29])[C:26]1=[O:27].[NH4+:10]. The catalyst class is: 22. (7) Reactant: CC(C)([O-])C.[K+].[F:7][C:8]([F:27])([F:26])[C:9]1[CH:10]=[C:11]([C@H:19]2[O:23][C:22](=[O:24])[NH:21][C@H:20]2[CH3:25])[CH:12]=[C:13]([C:15]([F:18])([F:17])[F:16])[CH:14]=1.Cl[CH2:29][C:30]1[C:35]([N:36]([CH2:39][C@H:40]2[CH2:45][CH2:44][C@H:43]([CH2:46][C:47]([O:49][CH2:50][CH3:51])=[O:48])[CH2:42][CH2:41]2)[CH2:37][CH3:38])=[CH:34][CH:33]=[CH:32][N:31]=1.[NH4+].[Cl-]. Product: [F:27][C:8]([F:7])([F:26])[C:9]1[CH:10]=[C:11]([C@H:19]2[O:23][C:22](=[O:24])[N:21]([CH2:29][C:30]3[C:35]([N:36]([CH2:39][C@H:40]4[CH2:45][CH2:44][C@H:43]([CH2:46][C:47]([O:49][CH2:50][CH3:51])=[O:48])[CH2:42][CH2:41]4)[CH2:37][CH3:38])=[CH:34][CH:33]=[CH:32][N:31]=3)[C@H:20]2[CH3:25])[CH:12]=[C:13]([C:15]([F:16])([F:17])[F:18])[CH:14]=1. The catalyst class is: 18.